This data is from Reaction yield outcomes from USPTO patents with 853,638 reactions. The task is: Predict the reaction yield, written as a fraction of the theoretical maximum amount of product (1.0 means a 100% yield; for example, 0.34 means a 34% yield). (1) The reactants are Br[C:2]1[CH:9]=[CH:8][C:5]([C:6]#[N:7])=[C:4]([CH3:10])[CH:3]=1.[B:11]1([B:11]2[O:15][C:14]([CH3:17])([CH3:16])[C:13]([CH3:19])([CH3:18])[O:12]2)[O:15][C:14]([CH3:17])([CH3:16])[C:13]([CH3:19])([CH3:18])[O:12]1.C([O-])(=O)C.[K+]. The catalyst is Cl[Pd](Cl)([P](C1C=CC=CC=1)(C1C=CC=CC=1)C1C=CC=CC=1)[P](C1C=CC=CC=1)(C1C=CC=CC=1)C1C=CC=CC=1.O1CCOCC1. The product is [CH3:10][C:4]1[CH:3]=[C:2]([B:11]2[O:15][C:14]([CH3:17])([CH3:16])[C:13]([CH3:19])([CH3:18])[O:12]2)[CH:9]=[CH:8][C:5]=1[C:6]#[N:7]. The yield is 0.400. (2) The catalyst is O1CCCC1. The product is [CH2:12]([C:10]1[C:9]([O:14][CH3:15])=[N:8][C:7]([CH3:16])=[C:6]([C:5]2[O:17][CH:1]=[N:3][N:4]=2)[CH:11]=1)[CH3:13]. The reactants are [CH:1]([NH:3][NH:4][C:5](=[O:17])[C:6]1[CH:11]=[C:10]([CH2:12][CH3:13])[C:9]([O:14][CH3:15])=[N:8][C:7]=1[CH3:16])=O.S(Cl)(C1C=CC(C)=CC=1)(=O)=O.C(N=P1(N(CC)CC)N(C)CCCN1C)(C)(C)C. The yield is 0.0800. (3) The product is [F:1][C:2]1[CH:10]=[C:9]([N+:11]([O-:13])=[O:12])[C:8]([O:15][CH3:17])=[CH:7][C:3]=1[C:4]([OH:6])=[O:5]. The yield is 0.900. The reactants are [F:1][C:2]1[CH:10]=[C:9]([N+:11]([O-:13])=[O:12])[C:8](F)=[CH:7][C:3]=1[C:4]([OH:6])=[O:5].[OH-:15].[K+].[CH3:17]O. No catalyst specified.